Dataset: Catalyst prediction with 721,799 reactions and 888 catalyst types from USPTO. Task: Predict which catalyst facilitates the given reaction. (1) Reactant: Br[C:2]1[C:11]2[C:6](=[CH:7][CH:8]=[C:9]([F:12])[CH:10]=2)[C:5](=[O:13])[N:4]([CH3:14])[CH:3]=1.[CH:15]1([CH2:18][O:19][C:20]2[CH:25]=[CH:24][C:23]([S:26]([CH2:29][CH3:30])(=[O:28])=[O:27])=[CH:22][C:21]=2B2OC(C)(C)C(C)(C)O2)[CH2:17][CH2:16]1.[O-]P([O-])([O-])=O.[K+].[K+].[K+]. Product: [CH:15]1([CH2:18][O:19][C:20]2[CH:25]=[CH:24][C:23]([S:26]([CH2:29][CH3:30])(=[O:28])=[O:27])=[CH:22][C:21]=2[C:2]2[C:11]3[C:6](=[CH:7][CH:8]=[C:9]([F:12])[CH:10]=3)[C:5](=[O:13])[N:4]([CH3:14])[CH:3]=2)[CH2:16][CH2:17]1. The catalyst class is: 117. (2) The catalyst class is: 8. Reactant: Br[CH2:2][C:3]([C:5]1[CH:10]=CN=C(Cl)N=1)=O.[O:12]=[C:13]1[CH2:18][C:17](=O)[CH2:16][CH2:15][N:14]1C(OC(C)(C)C)=O.C([O-])(=O)C.[NH4+]. Product: [CH:15]1[C:16]2[CH2:10][CH2:5][CH2:3][CH2:2][C:17]=2[CH:18]=[C:13]([OH:12])[N:14]=1. (3) Reactant: C[O:2][C:3](=[O:43])[C:4]1[CH:9]=[CH:8][C:7]([NH:10][C:11](=[O:41])[CH2:12][N:13]2[CH2:17][C@@H:16]([CH2:18][C:19]([CH3:22])([CH3:21])[CH3:20])[C@@:15]([C:25]3[CH:30]=[CH:29][C:28]([Cl:31])=[CH:27][C:26]=3[F:32])([C:23]#[N:24])[C@H:14]2[C:33]2[CH:38]=[CH:37][CH:36]=[C:35]([Cl:39])[C:34]=2[F:40])=[CH:6][C:5]=1[CH3:42].[Li+].[OH-]. Product: [Cl:39][C:35]1[C:34]([F:40])=[C:33]([C@@H:14]2[C@:15]([C:25]3[CH:30]=[CH:29][C:28]([Cl:31])=[CH:27][C:26]=3[F:32])([C:23]#[N:24])[C@H:16]([CH2:18][C:19]([CH3:20])([CH3:21])[CH3:22])[CH2:17][N:13]2[CH2:12][C:11]([NH:10][C:7]2[CH:8]=[CH:9][C:4]([C:3]([OH:43])=[O:2])=[C:5]([CH3:42])[CH:6]=2)=[O:41])[CH:38]=[CH:37][CH:36]=1. The catalyst class is: 36. (4) Reactant: [OH-].[K+].[CH3:3][C:4]1[C:12]2[C:7](=[CH:8][CH:9]=[C:10]([CH:13]=O)[CH:11]=2)[NH:6][N:5]=1.[C:15]([C:18]1[CH:23]=[CH:22][C:21]([NH:24]C(=O)C)=[CH:20][C:19]=1[CH3:28])(=[O:17])[CH3:16].Cl.C([O-])(O)=O.[Na+]. Product: [NH2:24][C:21]1[CH:22]=[CH:23][C:18]([C:15](=[O:17])/[CH:16]=[CH:13]/[C:10]2[CH:11]=[C:12]3[C:7](=[CH:8][CH:9]=2)[NH:6][N:5]=[C:4]3[CH3:3])=[C:19]([CH3:28])[CH:20]=1. The catalyst class is: 8.